Dataset: Reaction yield outcomes from USPTO patents with 853,638 reactions. Task: Predict the reaction yield, written as a fraction of the theoretical maximum amount of product (1.0 means a 100% yield; for example, 0.34 means a 34% yield). (1) The reactants are [O:1]([C:8]1[CH:14]=[CH:13][CH:12]=[CH:11][C:9]=1[NH2:10])[C:2]1[CH:7]=[CH:6][CH:5]=[CH:4][CH:3]=1.[I:15][C:16]1[CH:17]=[C:18]([CH:22]=[CH:23][C:24]=1[C:25]([O:27][CH3:28])=[O:26])[C:19](O)=[O:20].F[P-](F)(F)(F)(F)F.N1(O[P+](N(C)C)(N(C)C)N(C)C)C2C=CC=CC=2N=N1.O. The catalyst is CN(C=O)C. The product is [I:15][C:16]1[CH:17]=[C:18]([C:19](=[O:20])[NH:10][C:9]2[CH:11]=[CH:12][CH:13]=[CH:14][C:8]=2[O:1][C:2]2[CH:3]=[CH:4][CH:5]=[CH:6][CH:7]=2)[CH:22]=[CH:23][C:24]=1[C:25]([O:27][CH3:28])=[O:26]. The yield is 0.700. (2) The reactants are [CH2:1]([O:8][C@@H:9]1[C@@H:15]([O:16][CH2:17][C:18]2[CH:23]=[CH:22][CH:21]=[CH:20][CH:19]=2)[C@H:14]([O:24][CH2:25][C:26]2[CH:31]=[CH:30][CH:29]=[CH:28][CH:27]=2)[C@@H:13]([CH2:32][O:33][CH2:34][C:35]2[CH:40]=[CH:39][CH:38]=[CH:37][CH:36]=2)[O:12][C:10]1([C:41]1[CH:46]=[C:45]([CH:47]([C:49]2[CH:54]=[CH:53][C:52]([Br:55])=[CH:51][CH:50]=2)O)[C:44]([CH3:56])=[CH:43][C:42]=1[O:57][CH2:58][C:59]1[CH:64]=[CH:63][CH:62]=[CH:61][CH:60]=1)O)[C:2]1[CH:7]=[CH:6][CH:5]=[CH:4][CH:3]=1.[SiH](CC)(CC)CC.B(F)(F)F.CCOCC.C(=O)(O)[O-].[Na+]. The catalyst is C(#N)C. The product is [CH2:1]([O:8][C@@H:9]1[C@@H:15]([O:16][CH2:17][C:18]2[CH:19]=[CH:20][CH:21]=[CH:22][CH:23]=2)[C@H:14]([O:24][CH2:25][C:26]2[CH:31]=[CH:30][CH:29]=[CH:28][CH:27]=2)[C@@H:13]([CH2:32][O:33][CH2:34][C:35]2[CH:40]=[CH:39][CH:38]=[CH:37][CH:36]=2)[O:12][C@H:10]1[C:41]1[CH:46]=[C:45]([CH2:47][C:49]2[CH:50]=[CH:51][C:52]([Br:55])=[CH:53][CH:54]=2)[C:44]([CH3:56])=[CH:43][C:42]=1[O:57][CH2:58][C:59]1[CH:60]=[CH:61][CH:62]=[CH:63][CH:64]=1)[C:2]1[CH:7]=[CH:6][CH:5]=[CH:4][CH:3]=1. The yield is 0.510. (3) The reactants are [CH2:1]([C:3]1[C:4]([C:8]([O:10][CH3:11])=[O:9])=[CH:5][NH:6][CH:7]=1)[CH3:2].[Br:12]N1C(=O)CCC1=O. No catalyst specified. The product is [Br:12][C:7]1[NH:6][CH:5]=[C:4]([C:8]([O:10][CH3:11])=[O:9])[C:3]=1[CH2:1][CH3:2]. The yield is 0.840. (4) The reactants are [C:1]([O:5][C:6](=[O:17])[NH:7][CH:8]1[CH2:13][CH2:12][N:11]([CH2:14][CH2:15][OH:16])[CH2:10][CH2:9]1)([CH3:4])([CH3:3])[CH3:2].[CH3:18][O:19][C:20]1[N:21]=[C:22]2[C:27](=[CH:28][CH:29]=1)[N:26]=[CH:25][C:24](O)=[CH:23]2.C1(P(C2C=CC=CC=2)C2C=CC=CC=2)C=CC=CC=1.N(C(OC(C)C)=O)=NC(OC(C)C)=O. The catalyst is O1CCCC1. The product is [C:1]([O:5][C:6](=[O:17])[NH:7][CH:8]1[CH2:9][CH2:10][N:11]([CH2:14][CH2:15][O:16][C:24]2[CH:25]=[N:26][C:27]3[C:22]([CH:23]=2)=[N:21][C:20]([O:19][CH3:18])=[CH:29][CH:28]=3)[CH2:12][CH2:13]1)([CH3:4])([CH3:2])[CH3:3]. The yield is 0.330. (5) The reactants are [CH3:1][C:2]1[CH:7]=[CH:6][C:5]([C:8]2[C:16]3[C:11](=[CH:12][CH:13]=[CH:14][CH:15]=3)[NH:10][N:9]=2)=[CH:4][CH:3]=1.CC[O-].[Na+].[O:21]([C:23]1[CH:30]=[CH:29][C:26]([CH2:27]Cl)=[CH:25][CH:24]=1)[CH3:22]. No catalyst specified. The product is [O:21]([C:23]1[CH:30]=[CH:29][C:26]([CH2:27][N:9]2[C:8]([C:5]3[CH:4]=[CH:3][C:2]([CH3:1])=[CH:7][CH:6]=3)=[C:16]3[C:11]([CH:12]=[CH:13][CH:14]=[CH:15]3)=[N:10]2)=[CH:25][CH:24]=1)[CH3:22]. The yield is 0.0300. (6) The reactants are [F:1][C:2]1[CH:7]=[CH:6][CH:5]=[CH:4][C:3]=1[N:8]1[C:16](=[O:17])[C:15]2[C@H:14]3[C:18]([CH3:20])([CH3:19])[C@:11]([CH3:21])([CH2:12][CH2:13]3)[C:10]=2[NH:9]1.[CH2:22](Br)[C:23]1[CH:28]=[CH:27][CH:26]=[CH:25][CH:24]=1. The catalyst is [I-].C([N+](CCCC)(CCCC)CCCC)CCC.CN(C)C=O. The product is [CH2:22]([N:9]1[C:10]2[C@:11]3([CH3:21])[C:18]([CH3:20])([CH3:19])[C@@H:14]([CH2:13][CH2:12]3)[C:15]=2[C:16](=[O:17])[N:8]1[C:3]1[CH:4]=[CH:5][CH:6]=[CH:7][C:2]=1[F:1])[C:23]1[CH:28]=[CH:27][CH:26]=[CH:25][CH:24]=1. The yield is 0.390. (7) The reactants are [CH3:1][N:2]1[CH2:8][CH2:7][CH2:6][N:5]([CH:9]2[CH2:14][CH2:13][N:12](CC3C=CC=CC=3)[CH2:11][CH2:10]2)[CH2:4][CH2:3]1. The catalyst is [OH-].[OH-].[Pd+2]. The product is [CH3:1][N:2]1[CH2:8][CH2:7][CH2:6][N:5]([CH:9]2[CH2:14][CH2:13][NH:12][CH2:11][CH2:10]2)[CH2:4][CH2:3]1. The yield is 1.00. (8) The reactants are [Cl:1][C:2]1[CH:7]=[C:6]([Cl:8])[CH:5]=[CH:4][C:3]=1[C:9]1([O:34][Si:35]([CH2:40][CH3:41])([CH2:38][CH3:39])[CH2:36][CH3:37])[C:17]2[C:12](=[CH:13][C:14](I)=[CH:15][C:16]=2[C:18]([F:21])([F:20])[F:19])[N:11]([CH2:23][C@H:24]2[CH2:27][C@H:26]([N:28]([CH2:31][CH3:32])[CH2:29][CH3:30])[CH2:25]2)[C:10]1=[O:33].[OH2:42]. The catalyst is C1(C)C=CC=CC=1. The product is [Cl:1][C:2]1[CH:7]=[C:6]([Cl:8])[CH:5]=[CH:4][C:3]=1[C:9]1([O:34][Si:35]([CH2:40][CH3:41])([CH2:38][CH3:39])[CH2:36][CH3:37])[C:17]2[C:12](=[CH:13][C:14]([C:4]3[O:42][CH:7]=[CH:2][CH:3]=3)=[CH:15][C:16]=2[C:18]([F:21])([F:20])[F:19])[N:11]([CH2:23][C@H:24]2[CH2:27][C@H:26]([N:28]([CH2:31][CH3:32])[CH2:29][CH3:30])[CH2:25]2)[C:10]1=[O:33]. The yield is 0.630. (9) The reactants are [Br:1][C:2]1[C:3]([F:12])=[C:4]2[C:10]([NH2:11])=[CH:9][NH:8][C:5]2=[N:6][CH:7]=1.[F:13][C:14]([F:22])([F:21])[C:15]1([C:18](O)=[O:19])[CH2:17][CH2:16]1.O=C1N(P(Cl)(N2CCOC2=O)=O)CCO1.C(N(CC)CC)C. The catalyst is C(Cl)Cl. The product is [Br:1][C:2]1[C:3]([F:12])=[C:4]2[C:10]([NH:11][C:18]([C:15]3([C:14]([F:22])([F:21])[F:13])[CH2:17][CH2:16]3)=[O:19])=[CH:9][NH:8][C:5]2=[N:6][CH:7]=1. The yield is 0.720.